Task: Predict the reaction yield, written as a fraction of the theoretical maximum amount of product (1.0 means a 100% yield; for example, 0.34 means a 34% yield).. Dataset: Reaction yield outcomes from USPTO patents with 853,638 reactions (1) The reactants are [CH2:1]([Mg]Cl)[CH:2]=[CH2:3].C1COCC1.[Br:11][C:12]1[CH:19]=[CH:18][C:15]([CH2:16]Br)=[CH:14][CH:13]=1. No catalyst specified. The product is [Br:11][C:12]1[CH:19]=[CH:18][C:15]([CH2:16][CH2:3][CH:2]=[CH2:1])=[CH:14][CH:13]=1. The yield is 0.960. (2) The reactants are [C:1]([O:5][C:6]([N:8]1[CH2:16][CH2:15][C:14]2[NH:13][C:12]3[N:17]=[CH:18][C:19](Cl)=[CH:20][C:11]=3[C:10]=2[CH2:9]1)=[O:7])([CH3:4])([CH3:3])[CH3:2].[CH3:22][O:23][C:24]1[CH:29]=[CH:28][CH:27]=[C:26]([NH2:30])[CH:25]=1.CC(C1C=C(C(C)C)C(C2C=CC=CC=2P(C2CCCCC2)C2CCCCC2)=C(C(C)C)C=1)C.[OH-].[K+]. The catalyst is C(O)(CC)(C)C.CC([O-])=O.CC([O-])=O.[Pd+2]. The product is [C:1]([O:5][C:6]([N:8]1[CH2:16][CH2:15][C:14]2[NH:13][C:12]3[N:17]=[CH:18][C:19]([NH:30][C:26]4[CH:27]=[CH:28][CH:29]=[C:24]([O:23][CH3:22])[CH:25]=4)=[CH:20][C:11]=3[C:10]=2[CH2:9]1)=[O:7])([CH3:4])([CH3:3])[CH3:2]. The yield is 0.0500. (3) The reactants are [CH3:1][O:2][C:3](=[O:15])[C:4]1[C:5](=[C:10](I)[CH:11]=[CH:12][CH:13]=1)[C:6]([O:8][CH3:9])=[O:7].[F:16][C:17]1[CH:22]=[C:21]([O:23][CH2:24][CH2:25][N:26]2[CH2:31][CH2:30][O:29][CH2:28][CH2:27]2)[CH:20]=[CH:19][C:18]=1[NH2:32].C1C=CC(P(C2C(C3C(P(C4C=CC=CC=4)C4C=CC=CC=4)=CC=C4C=3C=CC=C4)=C3C(C=CC=C3)=CC=2)C2C=CC=CC=2)=CC=1.C(=O)([O-])[O-].[Cs+].[Cs+]. The yield is 0.930. The catalyst is C1(C)C=CC=CC=1.C(Cl)Cl.C1C=CC(/C=C/C(/C=C/C2C=CC=CC=2)=O)=CC=1.C1C=CC(/C=C/C(/C=C/C2C=CC=CC=2)=O)=CC=1.C1C=CC(/C=C/C(/C=C/C2C=CC=CC=2)=O)=CC=1.[Pd].[Pd]. The product is [CH3:1][O:2][C:3](=[O:15])[C:4]1[C:5](=[C:10]([NH:32][C:18]2[CH:19]=[CH:20][C:21]([O:23][CH2:24][CH2:25][N:26]3[CH2:31][CH2:30][O:29][CH2:28][CH2:27]3)=[CH:22][C:17]=2[F:16])[CH:11]=[CH:12][CH:13]=1)[C:6]([O:8][CH3:9])=[O:7]. (4) The reactants are C[Al](C)C.[CH3:5][O:6][C:7]1[CH:8]=[C:9]([CH2:15][CH2:16][C:17]2[CH:18]=[C:19]([NH2:22])[NH:20][N:21]=2)[CH:10]=[C:11]([O:13][CH3:14])[CH:12]=1.[CH2:23]([N:25]1[CH2:30][CH2:29][N:28]([C:31]2[CH:40]=[CH:39][C:34]([C:35](OC)=[O:36])=[CH:33][CH:32]=2)[CH2:27][CH2:26]1)[CH3:24].Cl. The catalyst is C1(C)C=CC=CC=1.CO. The product is [CH3:14][O:13][C:11]1[CH:10]=[C:9]([CH2:15][CH2:16][C:17]2[CH:18]=[C:19]([NH:22][C:35](=[O:36])[C:34]3[CH:33]=[CH:32][C:31]([N:28]4[CH2:27][CH2:26][N:25]([CH2:23][CH3:24])[CH2:30][CH2:29]4)=[CH:40][CH:39]=3)[NH:20][N:21]=2)[CH:8]=[C:7]([O:6][CH3:5])[CH:12]=1. The yield is 0.510. (5) The product is [C:1]([O:5][C:6]([N:8]([CH3:17])[CH2:9][CH2:10][C:11](=[O:16])[C:12]([O:14][CH3:15])=[O:13])=[O:7])([CH3:3])([CH3:2])[CH3:4]. The catalyst is ClCCl. The reactants are [C:1]([O:5][C:6]([N:8]([CH3:17])[CH2:9][CH2:10][CH:11]([OH:16])[C:12]([O:14][CH3:15])=[O:13])=[O:7])([CH3:4])([CH3:3])[CH3:2].CC(OI1(OC(C)=O)(OC(C)=O)OC(=O)C2C=CC=CC1=2)=O.C([O-])(O)=O.[Na+]. The yield is 0.800. (6) The reactants are [CH3:1][N:2]1[CH:6]=[CH:5][CH:4]=[C:3]1[C:7]#[N:8].C(OB(OC(C)C)OC(C)C)(C)C.C([N-]C(C)C)(C)C.[Li+].Br[C:31]1[CH:32]=[CH:33][C:34]2[NH:43][C:42](=[O:44])[O:41][C:37]3([CH2:40][CH2:39][CH2:38]3)[C:35]=2[CH:36]=1.C(=O)([O-])[O-].[K+].[K+].[Cl-].[NH4+]. The catalyst is C1COCC1.O. The product is [CH3:1][N:2]1[C:6]([C:31]2[CH:32]=[CH:33][C:34]3[NH:43][C:42](=[O:44])[O:41][C:37]4([CH2:40][CH2:39][CH2:38]4)[C:35]=3[CH:36]=2)=[CH:5][CH:4]=[C:3]1[C:7]#[N:8]. The yield is 0.790. (7) The reactants are O.[OH-].[Li+].[CH3:4][O:5][C:6]([N:8]1[CH2:13][C:12](=[O:14])[N:11]2[CH:15]([C:18]([O:20]CC)=[O:19])[CH2:16][CH2:17][CH:10]2[CH2:9]1)=[O:7].Cl. The catalyst is O.CO.O1CCCC1. The product is [CH3:4][O:5][C:6]([N:8]1[CH2:13][C:12](=[O:14])[N:11]2[CH:15]([C:18]([OH:20])=[O:19])[CH2:16][CH2:17][CH:10]2[CH2:9]1)=[O:7]. The yield is 1.00. (8) The reactants are [C:1]([O:5][C:6]([O:8][C:9]1[CH:28]=[CH:27][C:26]([N:29]([CH2:34][CH:35]2[CH2:37][CH2:36]2)[S:30]([CH3:33])(=[O:32])=[O:31])=[CH:25][C:10]=1[C:11]([O:13][CH2:14][C:15]([O:17]CC1C=CC=CC=1)=[O:16])=[O:12])=[O:7])([CH3:4])([CH3:3])[CH3:2]. The catalyst is CO.CCOC(C)=O.[Pd]. The product is [C:1]([O:5][C:6]([O:8][C:9]1[CH:28]=[CH:27][C:26]([N:29]([CH2:34][CH:35]2[CH2:36][CH2:37]2)[S:30]([CH3:33])(=[O:32])=[O:31])=[CH:25][C:10]=1[C:11]([O:13][CH2:14][C:15]([OH:17])=[O:16])=[O:12])=[O:7])([CH3:4])([CH3:2])[CH3:3]. The yield is 0.900. (9) The reactants are [C:1]([NH:4][C:5]1[S:6][C:7]([S:10](Cl)(=[O:12])=[O:11])=[CH:8][N:9]=1)(=[O:3])[CH3:2].Cl.[O:15]1[CH2:21][CH2:20][CH2:19][NH:18][CH2:17][CH2:16]1.CCN(C(C)C)C(C)C.[Cl-].[NH4+]. The catalyst is CN(C=O)C. The product is [O:15]1[CH2:21][CH2:20][CH2:19][N:18]([S:10]([C:7]2[S:6][C:5]([NH:4][C:1](=[O:3])[CH3:2])=[N:9][CH:8]=2)(=[O:12])=[O:11])[CH2:17][CH2:16]1. The yield is 0.790. (10) The reactants are [C:1]([O:9][C@@H:10]1[C@H:14]([CH2:15][O:16][C:17](=[O:24])[C:18]2[CH:23]=[CH:22][CH:21]=[CH:20][CH:19]=2)[O:13][C@H:12]([N:25]2[CH:32]=[CH:31][C:29](=[O:30])[NH:28][C:26]2=[O:27])[C@H:11]1[OH:33])(=[O:8])[C:2]1[CH:7]=[CH:6][CH:5]=[CH:4][CH:3]=1.C1(N=C=NC2CCCCC2)CCCCC1.ClC(Cl)C(O)=O.C(O)(=O)C(O)=O. The catalyst is C(OCC)(=O)C.CO.N1C=CC=CC=1.C1C=CC=CC=1.CS(C)=O. The product is [C:1]([O:9][C@H:10]1[C@H:14]([CH2:15][O:16][C:17](=[O:24])[C:18]2[CH:23]=[CH:22][CH:21]=[CH:20][CH:19]=2)[O:13][C@H:12]([N:25]2[CH:32]=[CH:31][C:29](=[O:30])[NH:28][C:26]2=[O:27])[C@@H:11]1[OH:33])(=[O:8])[C:2]1[CH:7]=[CH:6][CH:5]=[CH:4][CH:3]=1. The yield is 0.660.